This data is from Full USPTO retrosynthesis dataset with 1.9M reactions from patents (1976-2016). The task is: Predict the reactants needed to synthesize the given product. (1) Given the product [ClH:39].[Cl:39][C:20]1[CH:21]=[C:22]([NH:27][C:28]([NH:30][C:31]2[CH:36]=[N:35][C:34]([C:37]#[N:38])=[CH:33][N:32]=2)=[O:29])[C:23]([O:25][CH3:26])=[CH:24][C:19]=1[CH2:18][CH2:17][NH:16][C:15]([C@@H:11]1[O:12][CH2:13][CH2:14][NH:9][CH2:10]1)=[O:40], predict the reactants needed to synthesize it. The reactants are: Cl.C(OC([N:9]1[CH2:14][CH2:13][O:12][C@@H:11]([C:15](=[O:40])[NH:16][CH2:17][CH2:18][C:19]2[CH:24]=[C:23]([O:25][CH3:26])[C:22]([NH:27][C:28]([NH:30][C:31]3[CH:36]=[N:35][C:34]([C:37]#[N:38])=[CH:33][N:32]=3)=[O:29])=[CH:21][C:20]=2[Cl:39])[CH2:10]1)=O)(C)(C)C. (2) Given the product [CH3:1][C:2]1([C:29]2[NH:31][C:8](=[O:12])[NH:27][N:28]=2)[CH2:4][CH2:3]1, predict the reactants needed to synthesize it. The reactants are: [CH3:1][CH:2]1[CH2:4][CH:3]1C(O)=O.[C:8](Cl)(=[O:12])C(Cl)=O.CN(C=O)C.CC1CC1C(Cl)=O.Cl.[NH2:27][NH:28][C:29]([NH2:31])=O.[OH-].[Na+].[NH4+].[Cl-]. (3) Given the product [C:14]([NH:2][CH2:3][CH2:4][NH:5][C:6](=[O:13])/[CH:7]=[CH:8]/[C:9]([O:11][CH3:12])=[O:10])(=[O:34])[CH2:15][CH2:16][CH2:17]/[CH:18]=[CH:19]\[CH2:20]/[CH:21]=[CH:22]\[CH2:23]/[CH:24]=[CH:25]\[CH2:26]/[CH:27]=[CH:28]\[CH2:29]/[CH:30]=[CH:31]\[CH2:32][CH3:33], predict the reactants needed to synthesize it. The reactants are: Cl.[NH2:2][CH2:3][CH2:4][NH:5][C:6](=[O:13])/[CH:7]=[CH:8]/[C:9]([O:11][CH3:12])=[O:10].[C:14](O)(=[O:34])[CH2:15][CH2:16][CH2:17]/[CH:18]=[CH:19]\[CH2:20]/[CH:21]=[CH:22]\[CH2:23]/[CH:24]=[CH:25]\[CH2:26]/[CH:27]=[CH:28]\[CH2:29]/[CH:30]=[CH:31]\[CH2:32][CH3:33].CN(C(ON1N=NC2C=CC=NC1=2)=[N+](C)C)C.F[P-](F)(F)(F)(F)F.CCN(C(C)C)C(C)C. (4) Given the product [CH2:29]([O:36][C:37]([NH:39][C@@H:40]([C:47]1[CH:48]=[C:49]([NH:53][C:54]([O:56][CH2:57][CH2:58][C:59]2[CH:64]=[CH:63][C:62]([B:25]([OH:27])[OH:26])=[CH:61][C:60]=2[CH3:66])=[O:55])[CH:50]=[CH:51][CH:52]=1)[CH2:41][C:42]([O:44][CH2:45][CH3:46])=[O:43])=[O:38])[C:30]1[CH:35]=[CH:34][CH:33]=[CH:32][CH:31]=1, predict the reactants needed to synthesize it. The reactants are: C(C1C=C(NC(=O)CCCC2C=CC([B:25]([OH:27])[OH:26])=CC=2)C=CC=1S(CC)(=O)=O)#N.[CH2:29]([O:36][C:37]([NH:39][C@@H:40]([C:47]1[CH:52]=[CH:51][CH:50]=[C:49]([NH:53][C:54]([O:56][CH2:57][CH2:58][C:59]2[CH:64]=[CH:63][C:62](Br)=[CH:61][C:60]=2[CH3:66])=[O:55])[CH:48]=1)[CH2:41][C:42]([O:44][CH2:45][CH3:46])=[O:43])=[O:38])[C:30]1[CH:35]=[CH:34][CH:33]=[CH:32][CH:31]=1.